From a dataset of Forward reaction prediction with 1.9M reactions from USPTO patents (1976-2016). Predict the product of the given reaction. Given the reactants CC1C=CC(S(O[CH2:12][C@H:13]2[CH2:26][O:25][C:16]3[CH:17]=[CH:18][C:19]4[N:20]=[C:21]([CH3:24])[O:22][C:23]=4[C:15]=3[O:14]2)(=O)=O)=CC=1.[O:27]=[C:28]1[N:32]([CH:33]2[CH2:38][CH2:37][NH:36][CH2:35][CH2:34]2)[C:31]2[CH:39]=[CH:40][CH:41]=[CH:42][C:30]=2[NH:29]1, predict the reaction product. The product is: [CH3:24][C:21]1[O:22][C:23]2=[C:15]3[C:16](=[CH:17][CH:18]=[C:19]2[N:20]=1)[O:25][CH2:26][CH:13]([CH2:12][N:36]1[CH2:35][CH2:34][CH:33]([N:32]2[C:31]4[CH:39]=[CH:40][CH:41]=[CH:42][C:30]=4[NH:29][C:28]2=[O:27])[CH2:38][CH2:37]1)[O:14]3.